From a dataset of Forward reaction prediction with 1.9M reactions from USPTO patents (1976-2016). Predict the product of the given reaction. (1) Given the reactants Cl.Cl[CH2:3][CH2:4][NH:5][CH2:6][CH2:7]Cl.[F:9][C:10]1[CH:11]=[C:12]([CH:14]=[C:15]([F:17])[CH:16]=1)[NH2:13].C(=O)([O-])[O-].[K+].[K+], predict the reaction product. The product is: [F:9][C:10]1[CH:11]=[C:12]([N:13]2[CH2:7][CH2:6][NH:5][CH2:4][CH2:3]2)[CH:14]=[C:15]([F:17])[CH:16]=1. (2) The product is: [F:17][C:12]1[CH:11]=[C:10]([NH:9][C:7]([C:6]2[CH:18]=[C:2]([N:25]3[CH2:24][C@@H:21]4[CH2:22][CH2:23][N:19]([C:27]([O:29][C:30]([CH3:33])([CH3:32])[CH3:31])=[O:28])[C@@H:20]4[CH2:26]3)[CH:3]=[N:4][CH:5]=2)=[O:8])[CH:15]=[C:14]([F:16])[CH:13]=1. Given the reactants Br[C:2]1[CH:3]=[N:4][CH:5]=[C:6]([CH:18]=1)[C:7]([NH:9][C:10]1[CH:15]=[C:14]([F:16])[CH:13]=[C:12]([F:17])[CH:11]=1)=[O:8].[N:19]1([C:27]([O:29][C:30]([CH3:33])([CH3:32])[CH3:31])=[O:28])[CH2:23][CH2:22][C@H:21]2[CH2:24][NH:25][CH2:26][C@@H:20]12, predict the reaction product.